Dataset: Full USPTO retrosynthesis dataset with 1.9M reactions from patents (1976-2016). Task: Predict the reactants needed to synthesize the given product. (1) Given the product [CH3:14][S:15]([CH2:18][CH2:19][NH:20][S:10]([C:5]1[CH:6]=[CH:7][CH:8]=[CH:9][C:4]=1[N+:1]([O-:3])=[O:2])(=[O:12])=[O:11])(=[O:17])=[O:16], predict the reactants needed to synthesize it. The reactants are: [N+:1]([C:4]1[CH:9]=[CH:8][CH:7]=[CH:6][C:5]=1[S:10](Cl)(=[O:12])=[O:11])([O-:3])=[O:2].[CH3:14][S:15]([CH2:18][CH2:19][NH2:20])(=[O:17])=[O:16].[OH-].[Na+].[Cl-].[NH4+]. (2) Given the product [CH3:14][N:15]([CH3:16])[C:3](=[O:2])[CH2:4][C:5](=[O:9])[CH:6]([CH3:8])[CH3:7], predict the reactants needed to synthesize it. The reactants are: C[O:2][C:3](=O)[CH2:4][C:5](=[O:9])[CH:6]([CH3:8])[CH3:7].C(O)C.[CH3:14][NH:15][CH3:16]. (3) Given the product [NH2:1][C:4]1[CH:5]=[CH:6][C:7]([C:20]#[N:21])=[C:8]([NH:10][C:11](=[O:19])[C:12]2[CH:17]=[CH:16][C:15]([F:18])=[CH:14][CH:13]=2)[CH:9]=1, predict the reactants needed to synthesize it. The reactants are: [N+:1]([C:4]1[CH:5]=[CH:6][C:7]([C:20]#[N:21])=[C:8]([NH:10][C:11](=[O:19])[C:12]2[CH:17]=[CH:16][C:15]([F:18])=[CH:14][CH:13]=2)[CH:9]=1)([O-])=O.[H][H]. (4) Given the product [ClH:40].[NH2:11][CH2:12][C:13](=[O:39])[CH2:14][CH2:15][C:16]([O:18][CH2:19][CH2:20][CH2:21][CH2:22][CH2:23][CH2:24][CH2:25][CH2:26][CH2:27][CH2:28][C:29]([OH:31])=[O:30])=[O:17], predict the reactants needed to synthesize it. The reactants are: C([NH:11][CH2:12][C:13](=[O:39])[CH2:14][CH2:15][C:16]([O:18][CH2:19][CH2:20][CH2:21][CH2:22][CH2:23][CH2:24][CH2:25][CH2:26][CH2:27][CH2:28][C:29]([O:31]CC1C=CC=CC=1)=[O:30])=[O:17])(OCC1C=CC=CC=1)=O.[ClH:40].[H][H]. (5) Given the product [CH:15]([N:16]1[CH2:19][CH:18]([C:1]2[CH:6]=[CH:5][CH:4]=[CH:3][CH:2]=2)[CH2:17]1)([C:25]1[CH:30]=[CH:29][CH:28]=[CH:27][CH:26]=1)[C:9]1[CH:14]=[CH:13][CH:12]=[CH:11][CH:10]=1, predict the reactants needed to synthesize it. The reactants are: [C:1]1([Mg]Br)[CH:6]=[CH:5][CH:4]=[CH:3][CH:2]=1.[C:9]1([CH:15]([C:25]2[CH:30]=[CH:29][CH:28]=[CH:27][CH:26]=2)[N:16]2[CH2:19][CH:18](OS(C)(=O)=O)[CH2:17]2)[CH:14]=[CH:13][CH:12]=[CH:11][CH:10]=1. (6) Given the product [C:28]([O:32][C:33]([NH:35][S:36]([NH:39][CH2:2][CH2:3][O:4][CH:5]1[CH2:8][N:7]([C:9]2[CH:14]=[CH:13][C:12]([NH:15][C:16]3[CH:21]=[C:20]([O:22][CH3:23])[N:19]=[CH:18][C:17]=3[NH:24][C:25](=[O:27])[CH3:26])=[CH:11][CH:10]=2)[CH2:6]1)(=[O:38])=[O:37])=[O:34])([CH3:31])([CH3:29])[CH3:30], predict the reactants needed to synthesize it. The reactants are: O[CH2:2][CH2:3][O:4][CH:5]1[CH2:8][N:7]([C:9]2[CH:14]=[CH:13][C:12]([NH:15][C:16]3[CH:21]=[C:20]([O:22][CH3:23])[N:19]=[CH:18][C:17]=3[NH:24][C:25](=[O:27])[CH3:26])=[CH:11][CH:10]=2)[CH2:6]1.[C:28]([O:32][C:33]([NH:35][S:36]([NH2:39])(=[O:38])=[O:37])=[O:34])([CH3:31])([CH3:30])[CH3:29].C1(P(C2C=CC=CC=2)C2C=CC=CC=2)C=CC=CC=1.N(C(OCC)=O)=NC(OCC)=O. (7) Given the product [O:24]=[S:16]1(=[O:25])[C:17]2[CH:23]=[CH:22][CH:21]=[CH:20][C:18]=2[CH2:19][N:13]([C:4]2[CH:3]=[C:2]([N:26]3[CH2:30][CH2:29][C@H:28]([OH:31])[CH2:27]3)[C:11]3[C:6](=[CH:7][CH:8]=[C:9]([CH3:12])[CH:10]=3)[N:5]=2)[CH2:14][CH2:15]1, predict the reactants needed to synthesize it. The reactants are: Cl[C:2]1[C:11]2[C:6](=[CH:7][CH:8]=[C:9]([CH3:12])[CH:10]=2)[N:5]=[C:4]([N:13]2[CH2:19][C:18]3[CH:20]=[CH:21][CH:22]=[CH:23][C:17]=3[S:16](=[O:25])(=[O:24])[CH2:15][CH2:14]2)[CH:3]=1.[NH:26]1[CH2:30][CH2:29][C@H:28]([OH:31])[CH2:27]1.